Dataset: Catalyst prediction with 721,799 reactions and 888 catalyst types from USPTO. Task: Predict which catalyst facilitates the given reaction. (1) Reactant: [CH3:1][C:2]1[CH:7]=[CH:6][C:5]([S:8]([O:11][CH2:12][CH:13]2[CH2:17][C:16]3[CH:18]=[CH:19][CH:20]=[C:21](Br)[C:15]=3[O:14]2)(=[O:10])=[O:9])=[CH:4][CH:3]=1.[CH3:23][C:24]1[CH:29]=[CH:28][C:27](B(O)O)=[CH:26][CH:25]=1.C(=O)([O-])[O-].[K+].[K+]. Product: [CH3:1][C:2]1[CH:7]=[CH:6][C:5]([S:8]([O:11][CH2:12][CH:13]2[CH2:17][C:16]3[CH:18]=[CH:19][CH:20]=[C:21]([C:27]4[CH:28]=[CH:29][C:24]([CH3:23])=[CH:25][CH:26]=4)[C:15]=3[O:14]2)(=[O:10])=[O:9])=[CH:4][CH:3]=1. The catalyst class is: 608. (2) Reactant: [C:1]([C:3]1[CH:4]=[C:5]([S:9](Cl)(=[O:11])=[O:10])[CH:6]=[CH:7][CH:8]=1)#[N:2].CCN(C(C)C)C(C)C.[CH2:22]([NH:24][C:25]([N:27]1[N:31]=[CH:30][C:29]2([CH2:35][CH2:34][CH2:33][CH2:32]2)[CH2:28]1)=[NH:26])[CH3:23]. Product: [C:1]([C:3]1[CH:4]=[C:5]([S:9]([N:26]=[C:25]([N:27]2[N:31]=[CH:30][C:29]3([CH2:35][CH2:34][CH2:33][CH2:32]3)[CH2:28]2)[NH:24][CH2:22][CH3:23])(=[O:11])=[O:10])[CH:6]=[CH:7][CH:8]=1)#[N:2]. The catalyst class is: 2.